Dataset: Reaction yield outcomes from USPTO patents with 853,638 reactions. Task: Predict the reaction yield, written as a fraction of the theoretical maximum amount of product (1.0 means a 100% yield; for example, 0.34 means a 34% yield). (1) The reactants are [C:1]([OH:6])(=O)[C@H:2]([CH3:4])[OH:3].O.ON1C2C=CC=CC=2N=N1.Cl.C(N=C=NCCCN(C)C)C.C(N(CC)CC)C.[CH2:37]([N:41]1[C:49]([N:50]2[CH2:55][CH2:54][NH:53][C@H:52]([CH3:56])[CH2:51]2)=[N:48][C:47]2[C:42]1=[N:43][C:44]([C:63]1[CH:64]=[N:65][C:66]([NH2:69])=[N:67][CH:68]=1)=[N:45][C:46]=2[N:57]1[CH2:62][CH2:61][O:60][CH2:59][CH2:58]1)[CH:38]([CH3:40])[CH3:39]. The catalyst is C(Cl)Cl.CO.CN(C)C=O. The product is [NH2:69][C:66]1[N:65]=[CH:64][C:63]([C:44]2[N:43]=[C:42]3[C:47]([N:48]=[C:49]([N:50]4[CH2:55][CH2:54][N:53]([C:1](=[O:6])[C@@H:2]([OH:3])[CH3:4])[C@H:52]([CH3:56])[CH2:51]4)[N:41]3[CH2:37][CH:38]([CH3:39])[CH3:40])=[C:46]([N:57]3[CH2:62][CH2:61][O:60][CH2:59][CH2:58]3)[N:45]=2)=[CH:68][N:67]=1. The yield is 0.500. (2) The reactants are [CH3:1][O:2][C:3]1[CH:41]=[C:40]([O:42][CH3:43])[CH:39]=[CH:38][C:4]=1[CH2:5][N:6]([C:32]1[CH:37]=[CH:36][N:35]=[CH:34][N:33]=1)[S:7]([C:10]1[C:11]([F:31])=[CH:12][C:13]([O:19][C@H:20]2[CH2:24][CH2:23][CH2:22][C@@H:21]2[C:25]2[N:29]([CH3:30])[N:28]=[CH:27][CH:26]=2)=[C:14]([CH:18]=1)[C:15]([NH2:17])=O)(=[O:9])=[O:8].C(N(CC)CC)C.FC(F)(F)C(O)=O. The catalyst is ClCCl. The product is [C:15]([C:14]1[C:13]([O:19][C@H:20]2[CH2:24][CH2:23][CH2:22][C@@H:21]2[C:25]2[N:29]([CH3:30])[N:28]=[CH:27][CH:26]=2)=[CH:12][C:11]([F:31])=[C:10]([S:7]([N:6]([CH2:5][C:4]2[CH:38]=[CH:39][C:40]([O:42][CH3:43])=[CH:41][C:3]=2[O:2][CH3:1])[C:32]2[CH:37]=[CH:36][N:35]=[CH:34][N:33]=2)(=[O:8])=[O:9])[CH:18]=1)#[N:17]. The yield is 0.530. (3) The reactants are [Cr](O[Cr]([O-])(=O)=O)([O-])(=O)=O.[NH+]1C=CC=CC=1.[NH+]1C=CC=CC=1.[C:22]([O:26][C:27]([NH:29][C@H:30]([C:44]([O:46][CH3:47])=[O:45])[CH2:31][C:32]1[CH:33]=[N:34][C:35]([CH2:38][CH2:39][CH2:40][CH:41]([OH:43])[CH3:42])=[CH:36][CH:37]=1)=[O:28])([CH3:25])([CH3:24])[CH3:23]. The catalyst is C(Cl)Cl. The product is [C:22]([O:26][C:27]([NH:29][C@H:30]([C:44]([O:46][CH3:47])=[O:45])[CH2:31][C:32]1[CH:33]=[N:34][C:35]([CH2:38][CH2:39][CH2:40][C:41](=[O:43])[CH3:42])=[CH:36][CH:37]=1)=[O:28])([CH3:25])([CH3:23])[CH3:24]. The yield is 0.750. (4) The reactants are [Br-].[CH2:2]([Zn+])[C:3]1[CH:8]=[CH:7][CH:6]=[CH:5][CH:4]=1.C1COCC1.[O:15]1[C:19]2[CH:20]=[CH:21][C:22]([C:24]3([C:27]([NH:29][C:30]4[CH:35]=[CH:34][N:33]=[C:32](Cl)[CH:31]=4)=[O:28])[CH2:26][CH2:25]3)=[CH:23][C:18]=2[O:17][CH2:16]1. The catalyst is C1C=CC(P(C2C=CC=CC=2)[C-]2C=CC=C2)=CC=1.C1C=CC(P(C2C=CC=CC=2)[C-]2C=CC=C2)=CC=1.Cl[Pd]Cl.[Fe+2]. The product is [O:15]1[C:19]2[CH:20]=[CH:21][C:22]([C:24]3([C:27]([NH:29][C:30]4[CH:35]=[CH:34][N:33]=[C:32]([CH2:2][C:3]5[CH:8]=[CH:7][CH:6]=[CH:5][CH:4]=5)[CH:31]=4)=[O:28])[CH2:26][CH2:25]3)=[CH:23][C:18]=2[O:17][CH2:16]1. The yield is 0.480. (5) The reactants are [CH2:1]([Li])[CH2:2][CH2:3][CH3:4].[CH3:6][CH2:7][CH2:8][CH2:9][CH2:10][CH3:11].[OH2:12]. No catalyst specified. The product is [CH:8]1([O:12][CH2:1][CH2:2][C:3]#[CH:4])[CH2:7][CH2:6][CH2:11][CH2:10][CH2:9]1. The yield is 0.710.